From a dataset of Forward reaction prediction with 1.9M reactions from USPTO patents (1976-2016). Predict the product of the given reaction. (1) Given the reactants Cl.[Cl:2][C:3]1[CH:8]=[C:7]([Cl:9])[CH:6]=[CH:5][C:4]=1[NH:10][C:11]1[C:16]2[N:17]=[CH:18][N:19]([CH3:20])[C:15]=2[C:14]([C:21]([OH:23])=O)=[CH:13][N:12]=1.[NH:24]1[CH2:29][CH2:28][CH2:27][CH2:26][CH2:25]1, predict the reaction product. The product is: [ClH:2].[Cl:2][C:3]1[CH:8]=[C:7]([Cl:9])[CH:6]=[CH:5][C:4]=1[NH:10][C:11]1[C:16]2[N:17]=[CH:18][N:19]([CH3:20])[C:15]=2[C:14]([C:21]([N:24]2[CH2:29][CH2:28][CH2:27][CH2:26][CH2:25]2)=[O:23])=[CH:13][N:12]=1. (2) Given the reactants [O:1]=[C:2]1[N:6]([CH:7]2[CH2:12][CH2:11][N:10]([CH2:13][C:14]3[CH:19]=[CH:18][C:17]([C:20]4[C:27]([C:28]5[CH:33]=[CH:32][CH:31]=[CH:30][CH:29]=5)=[CH:26][C:23]([C:24]#[N:25])=[CH:22][N:21]=4)=[CH:16][CH:15]=3)[CH2:9][CH2:8]2)[C:5]2[CH:34]=[CH:35][CH:36]=[CH:37][C:4]=2[NH:3]1.[N-:38]=[N+:39]=[N-:40].[Na+].O, predict the reaction product. The product is: [C:28]1([C:27]2[C:20]([C:17]3[CH:16]=[CH:15][C:14]([CH2:13][N:10]4[CH2:9][CH2:8][CH:7]([N:6]5[C:5]6[CH:34]=[CH:35][CH:36]=[CH:37][C:4]=6[NH:3][C:2]5=[O:1])[CH2:12][CH2:11]4)=[CH:19][CH:18]=3)=[N:21][CH:22]=[C:23]([C:24]3[NH:40][N:39]=[N:38][N:25]=3)[CH:26]=2)[CH:29]=[CH:30][CH:31]=[CH:32][CH:33]=1. (3) Given the reactants [OH:1][C:2]1[CH:7]=[CH:6][C:5]([S:8][CH2:9][CH2:10][CH2:11][C:12]([OH:14])=O)=[CH:4][CH:3]=1.[F:15][C:16]1[CH:17]=[CH:18][C:19]([O:25][CH3:26])=[C:20]([CH:24]=1)[CH2:21][NH:22][CH3:23], predict the reaction product. The product is: [F:15][C:16]1[CH:17]=[CH:18][C:19]([O:25][CH3:26])=[C:20]([CH:24]=1)[CH2:21][N:22]([CH3:23])[C:12](=[O:14])[CH2:11][CH2:10][CH2:9][S:8][C:5]1[CH:4]=[CH:3][C:2]([OH:1])=[CH:7][CH:6]=1. (4) Given the reactants Cl.[Cl:2][C:3]1[C:4]([F:41])=[C:5]([C@@H:9]2[C@:13]([C:16]3[CH:21]=[CH:20][C:19]([Cl:22])=[CH:18][C:17]=3[F:23])([C:14]#[N:15])[C@H:12]([CH2:24][C:25]([CH3:28])([CH3:27])[CH3:26])[NH:11][C@H:10]2[C:29]([N:31]2[CH2:36][CH2:35][CH:34]([CH2:37][C:38]([OH:40])=O)[CH2:33][CH2:32]2)=[O:30])[CH:6]=[CH:7][CH:8]=1.CN(C(ON1N=NC2C=CC=NC1=2)=[N+](C)C)C.F[P-](F)(F)(F)(F)F.CCN(C(C)C)C(C)C.[OH:75][CH2:76][CH2:77][NH:78][CH3:79], predict the reaction product. The product is: [Cl:2][C:3]1[C:4]([F:41])=[C:5]([C@@H:9]2[C@:13]([C:16]3[CH:21]=[CH:20][C:19]([Cl:22])=[CH:18][C:17]=3[F:23])([C:14]#[N:15])[C@H:12]([CH2:24][C:25]([CH3:27])([CH3:28])[CH3:26])[NH:11][C@H:10]2[C:29]([N:31]2[CH2:36][CH2:35][CH:34]([CH2:37][C:38]([N:78]([CH2:77][CH2:76][OH:75])[CH3:79])=[O:40])[CH2:33][CH2:32]2)=[O:30])[CH:6]=[CH:7][CH:8]=1. (5) Given the reactants [Cl:1][C:2]1[CH:3]=[C:4]([NH2:19])[CH:5]=[N:6][C:7]=1[O:8][C:9]1[N:10]=[CH:11][C:12]2[C:17]([CH:18]=1)=[CH:16][CH:15]=[CH:14][CH:13]=2.[F:20][C:21]([F:34])([F:33])[O:22][C:23]1[CH:28]=[CH:27][C:26]([S:29](Cl)(=[O:31])=[O:30])=[CH:25][CH:24]=1, predict the reaction product. The product is: [Cl:1][C:2]1[CH:3]=[C:4]([NH:19][S:29]([C:26]2[CH:25]=[CH:24][C:23]([O:22][C:21]([F:20])([F:33])[F:34])=[CH:28][CH:27]=2)(=[O:31])=[O:30])[CH:5]=[N:6][C:7]=1[O:8][C:9]1[N:10]=[CH:11][C:12]2[C:17]([CH:18]=1)=[CH:16][CH:15]=[CH:14][CH:13]=2. (6) The product is: [F:26][C:21]1[CH:20]=[C:19]([C@H:16]2[NH:15][C@@H:14]([C:40]([OH:39])([CH3:41])[CH3:5])[CH2:18][CH2:17]2)[CH:24]=[CH:23][C:22]=1[F:25]. Given the reactants C[Mg]Br.O1CCC[CH2:5]1.CCOC([C@H:14]1[CH2:18][CH2:17][C@@H:16]([C:19]2[CH:24]=[CH:23][C:22]([F:25])=[C:21]([F:26])[CH:20]=2)[N:15]1C(OC(C)(C)C)=O)=O.[Cl-].[NH4+].C([O:39][CH2:40][CH3:41])(=O)C, predict the reaction product. (7) Given the reactants [CH2:1]([O:4][C:5]1[CH:12]=[CH:11][C:8]([CH:9]=[O:10])=[CH:7][C:6]=1[Cl:13])[CH:2]=[CH2:3].[BH4-].[Na+], predict the reaction product. The product is: [CH2:1]([O:4][C:5]1[CH:12]=[CH:11][C:8]([CH2:9][OH:10])=[CH:7][C:6]=1[Cl:13])[CH:2]=[CH2:3]. (8) Given the reactants [CH3:1][C:2]1[N:6]2[C:7]3[CH:13]=[CH:12][N:11]([Si](C(C)C)(C(C)C)C(C)C)[C:8]=3[N:9]=[CH:10][C:5]2=[C:4]([C:24]2[CH:29]=[CH:28][C:27]([C:30]([OH:33])([CH3:32])[CH3:31])=[CH:26][CH:25]=2)[N:3]=1.C1C(=O)N([Br:41])C(=O)C1, predict the reaction product. The product is: [Br:41][C:12]1[NH:11][C:8]2[N:9]=[CH:10][C:5]3[N:6]([C:2]([CH3:1])=[N:3][C:4]=3[C:24]3[CH:29]=[CH:28][C:27]([C:30]([OH:33])([CH3:32])[CH3:31])=[CH:26][CH:25]=3)[C:7]=2[CH:13]=1. (9) Given the reactants [CH:1]1([N:4]2[C:13]3[C:8](=[CH:9][C:10]([F:17])=[C:11](F)[C:12]=3[O:14][CH3:15])[C:7](=[O:18])[C:6]([C:19]([OH:21])=[O:20])=[CH:5]2)[CH2:3][CH2:2]1.[CH3:22][CH:23]1[CH2:28][NH:27][CH2:26][CH2:25][NH:24]1.COC(=O)OC, predict the reaction product. The product is: [CH3:22][CH:23]1[NH:24][CH2:25][CH2:26][N:27]([C:11]2[C:12]([O:14][CH3:15])=[C:13]3[N:4]([CH:1]4[CH2:3][CH2:2]4)[CH:5]=[C:6]([C:19]([OH:21])=[O:20])[C:7](=[O:18])[C:8]3=[CH:9][C:10]=2[F:17])[CH2:28]1.